This data is from Reaction yield outcomes from USPTO patents with 853,638 reactions. The task is: Predict the reaction yield, written as a fraction of the theoretical maximum amount of product (1.0 means a 100% yield; for example, 0.34 means a 34% yield). (1) The reactants are C(Cl)CCl.C1C=CC2N(O)N=[N:11]C=2C=1.[N:15]1([CH2:21][C:22]([OH:24])=O)[CH2:20][CH2:19][O:18][CH2:17][CH2:16]1.C(N(CC)CC)C. The catalyst is CN(C=O)C. The product is [N:15]1([CH2:21][C:22]([NH2:11])=[O:24])[CH2:20][CH2:19][O:18][CH2:17][CH2:16]1. The yield is 0.330. (2) The reactants are [NH2:1][C:2]1[CH:6]=[C:5]([CH3:7])[NH:4][N:3]=1.[CH3:8][O:9][C:10](=[O:14])[C:11]([CH3:13])=O.[OH:15][C:16]1[CH:23]=[CH:22][C:19]([CH:20]=O)=[CH:18][CH:17]=1. The catalyst is C(O)(=O)C.CO. The product is [CH3:8][O:9][C:10]([C:11]1[C:6]2[C:5]([CH3:7])=[N:4][NH:3][C:2]=2[N:1]=[C:20]([C:19]2[CH:22]=[CH:23][C:16]([OH:15])=[CH:17][CH:18]=2)[CH:13]=1)=[O:14]. The yield is 0.100. (3) The reactants are P(Br)(Br)[Br:2].[C:5]([N:12]1[C:20]2[C:15](=[C:16]([CH2:21]O)[CH:17]=[CH:18][CH:19]=2)[CH:14]=[CH:13]1)([O:7][C:8]([CH3:11])([CH3:10])[CH3:9])=[O:6].C([O-])(O)=O.[Na+]. The catalyst is CCOCC.C(Cl)Cl. The product is [Br:2][CH2:21][C:16]1[CH:17]=[CH:18][CH:19]=[C:20]2[C:15]=1[CH:14]=[CH:13][N:12]2[C:5]([O:7][C:8]([CH3:11])([CH3:10])[CH3:9])=[O:6]. The yield is 0.840. (4) The reactants are Cl[C:2]1[C:11]2[C:6](=[CH:7][CH:8]=[CH:9][CH:10]=2)[N:5]=[C:4]([C:12]([C:14]2[CH:19]=[CH:18][C:17]([F:20])=[CH:16][CH:15]=2)=[O:13])[N:3]=1.[NH2:21][C:22]1[CH:26]=[C:25]([C:27]#[N:28])[NH:24][N:23]=1.CO. The catalyst is CN(C=O)C. The product is [F:20][C:17]1[CH:18]=[CH:19][C:14]([C:12]([C:4]2[N:3]=[C:2]([NH:21][C:22]3[CH:26]=[C:25]([C:27]#[N:28])[NH:24][N:23]=3)[C:11]3[C:6](=[CH:7][CH:8]=[CH:9][CH:10]=3)[N:5]=2)=[O:13])=[CH:15][CH:16]=1. The yield is 0.234.